This data is from Forward reaction prediction with 1.9M reactions from USPTO patents (1976-2016). The task is: Predict the product of the given reaction. (1) Given the reactants [C:1]([NH:20][C:21]1[CH:22]=[C:23]([CH2:27][C:28](O)=[O:29])[CH:24]=[CH:25][CH:26]=1)([C:14]1[CH:19]=[CH:18][CH:17]=[CH:16][CH:15]=1)([C:8]1[CH:13]=[CH:12][CH:11]=[CH:10][CH:9]=1)[C:2]1[CH:7]=[CH:6][CH:5]=[CH:4][CH:3]=1.C(=O)(O)[O-].[Na+], predict the reaction product. The product is: [C:1]([NH:20][C:21]1[CH:22]=[C:23]([CH2:27][CH2:28][OH:29])[CH:24]=[CH:25][CH:26]=1)([C:2]1[CH:7]=[CH:6][CH:5]=[CH:4][CH:3]=1)([C:14]1[CH:19]=[CH:18][CH:17]=[CH:16][CH:15]=1)[C:8]1[CH:9]=[CH:10][CH:11]=[CH:12][CH:13]=1. (2) Given the reactants [CH2:1]([N:3]1[C:7]([C:8]([O:10]CC)=[O:9])=[C:6]2[CH2:13][CH2:14][C:15]([CH3:17])([CH3:16])[C:5]2=[N:4]1)[CH3:2].Cl, predict the reaction product. The product is: [CH2:1]([N:3]1[C:7]([C:8]([OH:10])=[O:9])=[C:6]2[CH2:13][CH2:14][C:15]([CH3:16])([CH3:17])[C:5]2=[N:4]1)[CH3:2]. (3) Given the reactants C([O:3][C:4]([CH:6]1[CH2:11][CH2:10][C:9]([F:13])([F:12])[CH2:8][CH2:7]1)=O)C.[H-].[Al+3].[Li+].[H-].[H-].[H-].O1CCCC1, predict the reaction product. The product is: [F:12][C:9]1([F:13])[CH2:10][CH2:11][CH:6]([CH2:4][OH:3])[CH2:7][CH2:8]1. (4) The product is: [CH3:1][O:2][C:3]1[CH:11]=[C:10]2[C:6]([C:7]([S:18][C:13]3[CH:12]=[CH:17][C:16]([CH3:23])=[CH:15][CH:14]=3)=[CH:8][NH:9]2)=[CH:5][CH:4]=1. Given the reactants [CH3:1][O:2][C:3]1[CH:11]=[C:10]2[C:6]([CH:7]=[CH:8][NH:9]2)=[CH:5][CH:4]=1.[C:12]1(C)[C:13]([SH:18])=[CH:14][CH:15]=[CH:16][CH:17]=1.O.II.[CH2:23](O)C, predict the reaction product. (5) Given the reactants [Cl:1][C:2]1[C:11]2[N:10]=[C:9]([CH:12]([CH3:14])[CH3:13])[C:8]([CH2:15][C:16]3[CH:21]=[CH:20][C:19]([N:22]4[CH:26]=[CH:25][CH:24]=[N:23]4)=[CH:18][CH:17]=3)=[C:7]([CH3:27])[C:6]=2[C:5]([OH:28])=[CH:4][CH:3]=1.ClCCl.C(N(CC)CC)C.[F:39][C:40]([F:53])([F:52])[S:41](O[S:41]([C:40]([F:53])([F:52])[F:39])(=[O:43])=[O:42])(=[O:43])=[O:42], predict the reaction product. The product is: [Cl:1][C:2]1[CH:3]=[CH:4][C:5]([O:28][S:41]([C:40]([F:53])([F:52])[F:39])(=[O:43])=[O:42])=[C:6]2[C:11]=1[N:10]=[C:9]([CH:12]([CH3:13])[CH3:14])[C:8]([CH2:15][C:16]1[CH:21]=[CH:20][C:19]([N:22]3[CH:26]=[CH:25][CH:24]=[N:23]3)=[CH:18][CH:17]=1)=[C:7]2[CH3:27]. (6) Given the reactants C[C:2]1[CH:3]([C:11](=O)C)[CH2:4][CH:5]2[CH:7]([CH:8]=1)[C:6]2([CH3:10])[CH3:9].[CH:14](=[O:16])[CH3:15].B(F)(F)F.[CH3:21][CH2:22][O:23]CC, predict the reaction product. The product is: [C:14]([O:23][C@H:22]([C@@H:4]1[C:3]([CH3:11])=[CH:2][CH2:8][C@@H:7]2[C@H:5]1[C:6]2([CH3:9])[CH3:10])[CH3:21])(=[O:16])[CH3:15]. (7) Given the reactants [CH3:1][C:2]([C:6]1[CH:11]=[CH:10][C:9]([C:12]([F:15])([F:14])[F:13])=[CH:8][CH:7]=1)([CH3:5])[C:3]#[N:4], predict the reaction product. The product is: [CH3:5][C:2]([C:6]1[CH:11]=[CH:10][C:9]([C:12]([F:13])([F:15])[F:14])=[CH:8][CH:7]=1)([CH3:1])[CH2:3][NH2:4]. (8) Given the reactants [Cl:1][C:2]1[N:3]=[CH:4][C:5]2[C:10]([C:11]=1[CH:12]=[O:13])=[CH:9][CH:8]=[CH:7][CH:6]=2.[BH4-].[Na+], predict the reaction product. The product is: [Cl:1][C:2]1[N:3]=[CH:4][C:5]2[C:10]([C:11]=1[CH2:12][OH:13])=[CH:9][CH:8]=[CH:7][CH:6]=2. (9) Given the reactants [Br:1][C:2]1[C:6]2[CH:7]=[C:8]([CH2:11]O)[CH:9]=[CH:10][C:5]=2[S:4][CH:3]=1.P(Br)(Br)[Br:14].O, predict the reaction product. The product is: [Br:1][C:2]1[C:6]2[CH:7]=[C:8]([CH2:11][Br:14])[CH:9]=[CH:10][C:5]=2[S:4][CH:3]=1. (10) Given the reactants [CH3:1][CH:2]([CH3:36])[CH2:3][CH:4]([C:21]1[CH:26]=[CH:25][C:24]([N:27]2[CH:31]=[C:30]([C:32]([F:35])([F:34])[F:33])[N:29]=[CH:28]2)=[CH:23][CH:22]=1)[O:5][C:6]1[CH:20]=[CH:19][C:9]([C:10]([NH:12][CH2:13][CH2:14][C:15]([O:17]C)=[O:16])=[O:11])=[CH:8][CH:7]=1.[OH-].[Li+], predict the reaction product. The product is: [CH3:1][CH:2]([CH3:36])[CH2:3][CH:4]([C:21]1[CH:26]=[CH:25][C:24]([N:27]2[CH:31]=[C:30]([C:32]([F:34])([F:33])[F:35])[N:29]=[CH:28]2)=[CH:23][CH:22]=1)[O:5][C:6]1[CH:7]=[CH:8][C:9]([C:10]([NH:12][CH2:13][CH2:14][C:15]([OH:17])=[O:16])=[O:11])=[CH:19][CH:20]=1.